Dataset: NCI-60 drug combinations with 297,098 pairs across 59 cell lines. Task: Regression. Given two drug SMILES strings and cell line genomic features, predict the synergy score measuring deviation from expected non-interaction effect. (1) Drug 1: CCCCC(=O)OCC(=O)C1(CC(C2=C(C1)C(=C3C(=C2O)C(=O)C4=C(C3=O)C=CC=C4OC)O)OC5CC(C(C(O5)C)O)NC(=O)C(F)(F)F)O. Drug 2: CN1C2=C(C=C(C=C2)N(CCCl)CCCl)N=C1CCCC(=O)O.Cl. Cell line: NCI/ADR-RES. Synergy scores: CSS=20.1, Synergy_ZIP=-5.45, Synergy_Bliss=-3.25, Synergy_Loewe=-19.7, Synergy_HSA=-3.91. (2) Drug 1: CC1C(C(CC(O1)OC2CC(CC3=C2C(=C4C(=C3O)C(=O)C5=C(C4=O)C(=CC=C5)OC)O)(C(=O)C)O)N)O.Cl. Drug 2: CS(=O)(=O)OCCCCOS(=O)(=O)C. Cell line: SK-OV-3. Synergy scores: CSS=7.89, Synergy_ZIP=-3.90, Synergy_Bliss=-1.48, Synergy_Loewe=-12.9, Synergy_HSA=-1.68. (3) Drug 1: CC12CCC(CC1=CCC3C2CCC4(C3CC=C4C5=CN=CC=C5)C)O. Drug 2: C(CCl)NC(=O)N(CCCl)N=O. Cell line: SF-295. Synergy scores: CSS=1.28, Synergy_ZIP=-3.53, Synergy_Bliss=-6.24, Synergy_Loewe=-6.02, Synergy_HSA=-5.23. (4) Drug 1: C1C(C(OC1N2C=NC3=C(N=C(N=C32)Cl)N)CO)O. Drug 2: C1=NC2=C(N=C(N=C2N1C3C(C(C(O3)CO)O)F)Cl)N. Cell line: SW-620. Synergy scores: CSS=29.8, Synergy_ZIP=-1.09, Synergy_Bliss=2.90, Synergy_Loewe=-2.06, Synergy_HSA=2.25. (5) Drug 1: C1CC(C1)(C(=O)O)C(=O)O.[NH2-].[NH2-].[Pt+2]. Drug 2: CC(C)(C#N)C1=CC(=CC(=C1)CN2C=NC=N2)C(C)(C)C#N. Cell line: HS 578T. Synergy scores: CSS=2.85, Synergy_ZIP=-0.691, Synergy_Bliss=-2.50, Synergy_Loewe=-2.01, Synergy_HSA=-2.04. (6) Drug 1: CN1CCC(CC1)COC2=C(C=C3C(=C2)N=CN=C3NC4=C(C=C(C=C4)Br)F)OC. Drug 2: CC1=C(C(CCC1)(C)C)C=CC(=CC=CC(=CC(=O)O)C)C. Cell line: HCT-15. Synergy scores: CSS=7.01, Synergy_ZIP=-2.29, Synergy_Bliss=1.27, Synergy_Loewe=-3.71, Synergy_HSA=0.617. (7) Drug 2: C1CC(C1)(C2=CC=C(C=C2)C3=C(C=C4C(=N3)C=CN5C4=NNC5=O)C6=CC=CC=C6)N. Drug 1: CS(=O)(=O)CCNCC1=CC=C(O1)C2=CC3=C(C=C2)N=CN=C3NC4=CC(=C(C=C4)OCC5=CC(=CC=C5)F)Cl. Cell line: SK-OV-3. Synergy scores: CSS=55.4, Synergy_ZIP=5.89, Synergy_Bliss=7.25, Synergy_Loewe=14.3, Synergy_HSA=16.6. (8) Drug 1: C1=NC2=C(N1)C(=S)N=C(N2)N. Drug 2: C(=O)(N)NO. Cell line: SK-OV-3. Synergy scores: CSS=33.5, Synergy_ZIP=-10.9, Synergy_Bliss=-5.89, Synergy_Loewe=-73.8, Synergy_HSA=-7.29.